From a dataset of Full USPTO retrosynthesis dataset with 1.9M reactions from patents (1976-2016). Predict the reactants needed to synthesize the given product. (1) Given the product [Br:1][C:2]1[CH:3]=[C:4]([CH:21]=[CH:22][CH:23]=1)[CH2:5][N:6]1[C:14]2[C:13](=[O:15])[N:12]([CH3:16])[C:11](=[O:17])[N:10]([CH3:18])[C:9]=2[N:8]=[C:7]1[CH:19]=[O:20], predict the reactants needed to synthesize it. The reactants are: [Br:1][C:2]1[CH:3]=[C:4]([CH:21]=[CH:22][CH:23]=1)[CH2:5][N:6]1[C:14]2[C:13](=[O:15])[N:12]([CH3:16])[C:11](=[O:17])[N:10]([CH3:18])[C:9]=2[N:8]=[C:7]1[CH2:19][OH:20].CC(OI1(OC(C)=O)(OC(C)=O)OC(=O)C2C=CC=CC1=2)=O. (2) Given the product [CH2:1]([C:3]1[CH:11]=[CH:10][C:6]([C:7]([C:15]2[CH:16]=[CH:17][C:12]([O:18][CH3:19])=[CH:13][CH:14]=2)=[O:8])=[CH:5][CH:4]=1)[CH3:2], predict the reactants needed to synthesize it. The reactants are: [CH2:1]([C:3]1[CH:11]=[CH:10][C:6]([C:7](Cl)=[O:8])=[CH:5][CH:4]=1)[CH3:2].[C:12]1([O:18][CH3:19])[CH:17]=[CH:16][CH:15]=[CH:14][CH:13]=1.[Cl-].[Al+3].[Cl-].[Cl-]. (3) Given the product [ClH:26].[NH2:8][C@H:9]([CH2:14][C:15]1[CH:20]=[C:19]([F:21])[C:18]([F:22])=[CH:17][C:16]=1[F:23])[CH2:10][C:11]([N:46]1[CH2:45][CH2:44][CH2:43][N:42]2[C:47]([C:50]([F:53])([F:51])[F:52])=[N:48][N:49]=[C:41]2[CH:40]1[CH3:39])=[O:13], predict the reactants needed to synthesize it. The reactants are: C(OC([NH:8][C@H:9]([CH2:14][C:15]1[CH:20]=[C:19]([F:21])[C:18]([F:22])=[CH:17][C:16]=1[F:23])[CH2:10][C:11]([OH:13])=O)=O)(C)(C)C.C(Cl)C[Cl:26].C1C=CC2N(O)N=NC=2C=1.Cl.[CH3:39][CH:40]1[NH:46][CH2:45][CH2:44][CH2:43][N:42]2[C:47]([C:50]([F:53])([F:52])[F:51])=[N:48][N:49]=[C:41]12. (4) Given the product [CH3:7][O:8][C:9]1[CH:14]=[CH:13][CH:12]=[C:11]([N+:22]([O-:23])=[O:21])[C:10]=1[OH:15], predict the reactants needed to synthesize it. The reactants are: COCCOC.[CH3:7][O:8][C:9]1[CH:14]=[CH:13][CH:12]=[CH:11][C:10]=1[OH:15].F[B-](F)(F)F.[O:21]=[N+:22]=[O:23].C(OCC)(=O)C.